This data is from Experimentally validated miRNA-target interactions with 360,000+ pairs, plus equal number of negative samples. The task is: Binary Classification. Given a miRNA mature sequence and a target amino acid sequence, predict their likelihood of interaction. (1) The miRNA is mmu-miR-1912-3p with sequence CACAGAACAUGCAGUGAGAACU. The protein sequence of the target gene is MDMFSLGQGNNTTTSLEPFGTGGNDTGLSNVTFSYQVITSLLLGTLIFCAVLGNACVVAAIALERSLQNVANYLIGSLAVTDLMVSVLVLPMAALYQVLNKWTLGQVTCDLFIALDVLCCTSSILHLCAIALDRYWAITDPIDYVNKRTPRRAAALISLTWLIGFLISIPPMLGWRTPEDRSNPNECTISKDHGYTIYSTFGAFYIPLLLMLVLYGRIFRAARFRIRKTVKKVEKKGAGTSFGTSSAPPPKKSLNGQPGSGDCRRSAENRAVGTPCANGAVRQGEDDATLEVIEVHRVGN.... Result: 1 (interaction). (2) The miRNA is hsa-miR-3123 with sequence CAGAGAAUUGUUUAAUC. The protein sequence of the target gene is MTTTPDWIMIGGDGPESYNQQSSYQRALLEATKDKMTKAISANLDLDLISNRFIVADFGCASGPNTFVAVQNIIDAVEEKYRRETGQNPADNIEFQVLFNDFSLNDFNTLFQTLPPGRRYFSAGVPGSFFERVLPKESFHIGVMSYAFHFTSKIPKGIMDRDSPLWNKDMQCTGFNPAVKKAYLDQYSIDTKILLDARAEELVPGGLMLLLGSCLRDGVKMSETPKGTVMDFIGESLSDLAKQGVTEQEKVDTFRTSIYFAEQGEIRQIIEENGKFTIEAFEDIIHAKNEFPFDPKTLAI.... Result: 0 (no interaction). (3) The miRNA is hsa-miR-4800-5p with sequence AGUGGACCGAGGAAGGAAGGA. The protein sequence of the target gene is MRRERPELRDAEGRLRLRAGCLVTAWPRAPSGAGSWSMAAASPWPASWGFPDASSTVPSLCTEARAGRGGPATARSRVSADSQGGRAGSSSPSSALRLCCAGPSQAHPGPSPAVLPGRCGLLGSFPRPPAPQGRWGPSLG. Result: 0 (no interaction). (4) The miRNA is hsa-miR-6820-3p with sequence UGUGACUUCUCCCCUGCCACAG. The protein sequence of the target gene is MSHKQIYYSDKYDDEEFEYRHVMLPKDIAKLVPKTHLMSESEWRNLGVQQSQGWVHYMIHEPEPHILLFRRPLPKKPKK. Result: 0 (no interaction). (5) The miRNA is mmu-miR-6948-5p with sequence AGUUCAGACAGGACUGUGACAC. The protein sequence of the target gene is MRFAWAVLLLGPLQLCPLLRCAPQTPREPPAAPGAWRQTIQWENNGQVFSLLSLGAQYQPQRRRDPSATARRPDGDAASQPRTPILLLRDNRTASTRARTPSPSGVAAGRPRPAARHWFQAGFSPSGARDGASRRAANRTASPQPPQLSNLRPPSHIDRMVGDDPYNPYKYSDDNPYYNYYDTYERPRPGSRNRPGYGTGYFQYGLPDLVPDPYYIQASTYVQKMSMYNLRCAAEENCLASSAYRADVRDYDHRVLLRFPQRVKNQGTSDFLPSRPRYSWEWHSCHQHYHSMDEFSHYDL.... Result: 0 (no interaction). (6) The miRNA is hsa-miR-892a with sequence CACUGUGUCCUUUCUGCGUAG. The protein sequence of the target gene is MIGQKTLYSFFSPTPTGKRTTRSPEPVPGSGVAAEIGGDAVASPAKKARVEQNEQGSPLSAEQLVRIQRNKAAALLRLAARNVPAGFGESWKQQLCGEFGKPYFVKLMGFVAEERNHHKVYPPPEQVFTWTQMCDIRDVKVVILGQDPYHGPNQAHGLCFSVQRPVPPPPSLENIFKELSTDIDGFVHPGHGDLSGWARQGVLLLNAVLTVRAHQANSHKERGWEQFTDAVVSWLNQNLSGLVFLLWGSYAQKKGSVIDRKRHHVLQTAHPSPLSVHRGFLGCRHFSKANELLQKSGKKP.... Result: 0 (no interaction). (7) The miRNA is hsa-miR-3976 with sequence UAUAGAGAGCAGGAAGAUUAAUGU. The protein sequence of the target gene is MGKVWKQQMYPQYATYYYPQYLQAKQSLVPAHPMAPPSPSTTSSNNNSSSSSNSGWDQLSKTNLYIRGLPPHTTDQDLVKLCQPYGKIVSTKAILDKTTNKCKGYGFVDFDSPAAAQKAVSALKASGVQAQMAKQQEQDPTNLYISNLPLSMDEQELENMLKPFGQVISTRILRDSSGTSRGVGFARMESTEKCEAVIGHFNGKFIKTPPGVSAPTEPLLCKFADGGQKKRQNPNKYIPNGRPWHREGEVRLAGMTLTYDPTTAAIQNGFYPSPYSIATNRMITQTSITPYIASPVSAYQ.... Result: 1 (interaction). (8) The miRNA is hsa-miR-5695 with sequence ACUCCAAGAAGAAUCUAGACAG. The protein sequence of the target gene is MGDEKDSWKVKTLDEILQEKKRRKEQEEKAEIKRLKNSDDRDSKRDSLEEGELRDHCMEITIRNSPYRREDSMEDRGEEDDSLAIKPPQQMSRKEKVHHRKDEKRKEKWKHARVKEREHERRKRHREEQDKARREWERQKRREMAREHSRRERDRLEQLERKRERERKMREQQKEQREQKERERRAEERRKEREARREVSAHHRTMREDYSDKVKASHWSRSPPRPPRERFELGDGRKPGEARPAPAQKPAQLKEEKMEERDLLSDLQDISDSERKTSSAESSSAESGSGSEEEEEEEEE.... Result: 0 (no interaction).